Dataset: Full USPTO retrosynthesis dataset with 1.9M reactions from patents (1976-2016). Task: Predict the reactants needed to synthesize the given product. (1) The reactants are: [CH:1]1([C@@:4]2([OH:22])[CH2:8][CH2:7][N:6](C(OCC3C=CC=CC=3)=O)[C@H:5]2[CH:19]([CH3:21])[CH3:20])[CH2:3][CH2:2]1. Given the product [CH:1]1([C@:4]2([OH:22])[CH2:8][CH2:7][NH:6][C@H:5]2[CH:19]([CH3:20])[CH3:21])[CH2:3][CH2:2]1, predict the reactants needed to synthesize it. (2) Given the product [C:1]([N:4]1[CH2:10][CH2:9][C:8]2[CH:11]=[CH:12][C:13]([S:16]([Cl:15])(=[O:18])=[O:17])=[CH:14][C:7]=2[CH2:6][CH2:5]1)(=[O:3])[CH3:2], predict the reactants needed to synthesize it. The reactants are: [C:1]([N:4]1[CH2:10][CH2:9][C:8]2[CH:11]=[CH:12][CH:13]=[CH:14][C:7]=2[CH2:6][CH2:5]1)(=[O:3])[CH3:2].[Cl:15][S:16](O)(=[O:18])=[O:17]. (3) Given the product [C:1]([O:5][C:6]([N:8]1[CH2:13][CH2:12][N:11]([C:14](=[O:58])[C@@H:15]([NH2:40])[CH2:16][CH2:17][CH2:18][NH:19]/[C:20](/[NH2:39])=[N:21]/[S:22]([C:25]2[C:26]([CH3:38])=[C:27]([CH3:37])[C:28]3[O:32][C:31]([CH3:33])([CH3:34])[CH2:30][C:29]=3[C:35]=2[CH3:36])(=[O:23])=[O:24])[CH2:10][CH2:9]1)=[O:7])([CH3:4])([CH3:2])[CH3:3], predict the reactants needed to synthesize it. The reactants are: [C:1]([O:5][C:6]([N:8]1[CH2:13][CH2:12][N:11]([C:14](=[O:58])[C@@H:15]([NH:40]C(OCC2C3C=CC=CC=3C3C2=CC=CC=3)=O)[CH2:16][CH2:17][CH2:18][NH:19]/[C:20](/[NH2:39])=[N:21]/[S:22]([C:25]2[C:26]([CH3:38])=[C:27]([CH3:37])[C:28]3[O:32][C:31]([CH3:34])([CH3:33])[CH2:30][C:29]=3[C:35]=2[CH3:36])(=[O:24])=[O:23])[CH2:10][CH2:9]1)=[O:7])([CH3:4])([CH3:3])[CH3:2].N1CCCCC1.